The task is: Predict which catalyst facilitates the given reaction.. This data is from Catalyst prediction with 721,799 reactions and 888 catalyst types from USPTO. (1) Reactant: C([O:4][CH2:5][CH2:6][CH2:7][CH2:8]Br)(=O)C.[CH2:10]([NH:17][C:18](=[O:40])[N:19]([C:21]1[CH:22]=[C:23]([C:27]2[CH:32]=[CH:31][C:30]([CH2:33][CH2:34][C:35]([O:37][CH3:38])=[O:36])=[CH:29][C:28]=2[OH:39])[CH:24]=[CH:25][CH:26]=1)[CH3:20])[CH2:11][CH2:12][CH2:13][CH2:14][CH2:15][CH3:16].C(=O)([O-])[O-].[K+].[K+]. Product: [CH2:10]([NH:17][C:18](=[O:40])[N:19]([C:21]1[CH:22]=[C:23]([C:27]2[CH:32]=[CH:31][C:30]([CH2:33][CH2:34][C:35]([O:37][CH3:38])=[O:36])=[CH:29][C:28]=2[O:39][CH2:8][CH2:7][CH2:6][CH2:5][OH:4])[CH:24]=[CH:25][CH:26]=1)[CH3:20])[CH2:11][CH2:12][CH2:13][CH2:14][CH2:15][CH3:16]. The catalyst class is: 311. (2) Reactant: [F:1][C:2]([F:15])([F:14])[C:3]1[CH:8]=[CH:7][C:6]([CH2:9][C:10]([NH:12][NH2:13])=[O:11])=[CH:5][CH:4]=1.[N:16]([C:19]1[CH:24]=[CH:23][C:22]([S:25]([NH:28][C:29]2[S:30][CH:31]=[CH:32][N:33]=2)(=[O:27])=[O:26])=[CH:21][CH:20]=1)=[C:17]=S.C1(C)C=CC(S(Cl)(=O)=O)=CC=1.N1C=CC=CC=1.Cl. Product: [S:30]1[CH:31]=[CH:32][N:33]=[C:29]1[NH:28][S:25]([C:22]1[CH:21]=[CH:20][C:19]([NH:16][C:17]2[O:11][C:10]([CH2:9][C:6]3[CH:5]=[CH:4][C:3]([C:2]([F:14])([F:15])[F:1])=[CH:8][CH:7]=3)=[N:12][N:13]=2)=[CH:24][CH:23]=1)(=[O:27])=[O:26]. The catalyst class is: 54. (3) Reactant: [Br:1][C:2]1[CH:7]=[CH:6][C:5]([CH:8]([C:10]2[CH:15]=[CH:14][C:13]([F:16])=[CH:12][C:11]=2[F:17])O)=[CH:4][CH:3]=1.C1C=CC(P(C2C=CC=CC=2)C2C=CC=CC=2)=CC=1.CC(OC(/N=N/C(OC(C)C)=O)=O)C.C1C=CC(P([N:65]=[N+:66]=[N-:67])(C2C=CC=CC=2)=O)=CC=1. Product: [Br:1][C:2]1[CH:7]=[CH:6][C:5]([CH:8]([N:65]=[N+:66]=[N-:67])[C:10]2[CH:15]=[CH:14][C:13]([F:16])=[CH:12][C:11]=2[F:17])=[CH:4][CH:3]=1. The catalyst class is: 20. (4) Reactant: [Cl:1][C:2]1[CH:3]=[CH:4][C:5]([OH:10])=[C:6]([CH:9]=1)[CH:7]=[O:8].[CH3:11][O:12][C:13](=[O:18])[CH:14](Br)[CH2:15][CH3:16].C([O-])([O-])=O.[K+].[K+]. Product: [CH3:11][O:12][C:13](=[O:18])[CH:14]([O:10][C:5]1[CH:4]=[CH:3][C:2]([Cl:1])=[CH:9][C:6]=1[CH:7]=[O:8])[CH2:15][CH3:16]. The catalyst class is: 3.